From a dataset of Full USPTO retrosynthesis dataset with 1.9M reactions from patents (1976-2016). Predict the reactants needed to synthesize the given product. (1) Given the product [C:12]([O:16][C:17](=[O:26])[NH:18][CH:19]1[CH2:24][CH2:23][CH2:22][CH:21]([NH:25][C:4]2[N:3]=[C:2]([Cl:1])[N:10]=[C:9]3[C:5]=2[N:6]=[CH:7][NH:8]3)[CH2:20]1)([CH3:15])([CH3:13])[CH3:14], predict the reactants needed to synthesize it. The reactants are: [Cl:1][C:2]1[N:10]=[C:9]2[C:5]([N:6]=[CH:7][NH:8]2)=[C:4](Cl)[N:3]=1.[C:12]([O:16][C:17](=[O:26])[NH:18][CH:19]1[CH2:24][CH2:23][CH2:22][CH:21]([NH2:25])[CH2:20]1)([CH3:15])([CH3:14])[CH3:13].CCN(C(C)C)C(C)C.O. (2) Given the product [CH:7]1([CH2:2][CH2:1][N:8]2[CH:12]=[C:11]([C:13]3[S:14][C:15]([C:19]([NH:27][CH2:31][C:30]4[CH:32]=[N:36][CH:35]=[CH:34][CH:38]=4)=[O:21])=[C:16]([CH3:18])[N:17]=3)[N:10]=[N:9]2)[CH2:6][CH2:5]1, predict the reactants needed to synthesize it. The reactants are: [CH2:1]([N:8]1[CH:12]=[C:11]([C:13]2[S:14][C:15]([C:19]([OH:21])=O)=[C:16]([CH3:18])[N:17]=2)[N:10]=[N:9]1)[C:2]1[CH:7]=[CH:6][CH:5]=CC=1.C1(CC[N:27]2[CH:31]=[C:30]([C:32]3S[C:34]([C:38](O)=O)=[C:35](C)[N:36]=3)N=N2)CC1.N1C=CC=C(CN)C=1. (3) Given the product [CH3:1][O:2][C:3]([O:8][CH3:9])([CH2:6][O:7][CH2:32][CH2:31][CH2:30][CH2:29][CH2:28][CH2:27][CH2:26][CH2:25]/[CH:24]=[CH:23]\[CH2:22]/[CH:21]=[CH:20]\[CH2:19][CH2:18][CH2:17][CH2:35][CH3:36])[CH2:4][O:5][CH2:17][CH2:18][CH2:19][CH2:20][CH2:21][CH2:22][CH2:23][CH2:24]/[CH:25]=[CH:26]\[CH2:27]/[CH:28]=[CH:29]\[CH2:30][CH2:31][CH2:32][CH2:33][CH3:34], predict the reactants needed to synthesize it. The reactants are: [CH3:1][O:2][C:3]([O:8][CH3:9])([CH2:6][OH:7])[CH2:4][OH:5].[H-].[Na+].CS(O[CH2:17][CH2:18][CH2:19][CH2:20][CH2:21][CH2:22][CH2:23][CH2:24]/[CH:25]=[CH:26]\[CH2:27]/[CH:28]=[CH:29]\[CH2:30][CH2:31][CH2:32][CH2:33][CH3:34])(=O)=O.[CH2:35](O)[CH3:36]. (4) Given the product [F:1][C:2]1[CH:3]=[CH:4][C:5]([N:8]2[C:11](=[O:12])[C@H:10]([S:13][CH2:14][CH:15]([C:17]3[CH:18]=[CH:19][C:20]([F:23])=[CH:21][CH:22]=3)[OH:16])[C@H:9]2[C:24]2[CH:25]=[CH:26][C:27]([O:28][CH2:29][C:30]([NH:32][CH2:33][C:34]([NH:36][C:37]([CH2:38][CH2:39][CH2:40][CH3:41])([C:42]([OH:44])=[O:43])[CH2:45][CH2:46][CH2:47][CH3:48])=[O:35])=[O:31])=[CH:49][CH:50]=2)=[CH:6][CH:7]=1, predict the reactants needed to synthesize it. The reactants are: [F:1][C:2]1[CH:7]=[CH:6][C:5]([N:8]2[C:11](=[O:12])[C@H:10]([S:13][CH2:14][C:15]([C:17]3[CH:22]=[CH:21][C:20]([F:23])=[CH:19][CH:18]=3)=[O:16])[C@H:9]2[C:24]2[CH:50]=[CH:49][C:27]([O:28][CH2:29][C:30]([NH:32][CH2:33][C:34]([NH:36][C:37]([CH2:45][CH2:46][CH2:47][CH3:48])([C:42]([OH:44])=[O:43])[CH2:38][CH2:39][CH2:40][CH3:41])=[O:35])=[O:31])=[CH:26][CH:25]=2)=[CH:4][CH:3]=1.[BH4-].[Na+].C([O-])(=O)C.[NH4+]. (5) The reactants are: [CH2:1]1[C:9]2[C:4](=[CH:5][CH:6]=[CH:7][CH:8]=2)[CH2:3][CH:2]1[CH2:10][C:11]([OH:13])=[O:12].S(Cl)(Cl)=O.[CH3:18]O. Given the product [CH3:18][O:12][C:11](=[O:13])[CH2:10][CH:2]1[CH2:1][C:9]2[C:4](=[CH:5][CH:6]=[CH:7][CH:8]=2)[CH2:3]1, predict the reactants needed to synthesize it. (6) Given the product [C:17]([N:13]([CH:10]1[C:11]2[C:7](=[CH:6][CH:5]=[C:4]([N+:1]([O-:3])=[O:2])[CH:12]=2)[CH2:8][CH2:9]1)[CH2:14][C:15]#[CH:16])([O:19][C:20]([CH3:23])([CH3:22])[CH3:21])=[O:18], predict the reactants needed to synthesize it. The reactants are: [N+:1]([C:4]1[CH:12]=[C:11]2[C:7]([CH2:8][CH2:9][CH:10]2[NH:13][CH2:14][C:15]#[CH:16])=[CH:6][CH:5]=1)([O-:3])=[O:2].[C:17](O[C:17]([O:19][C:20]([CH3:23])([CH3:22])[CH3:21])=[O:18])([O:19][C:20]([CH3:23])([CH3:22])[CH3:21])=[O:18].CCCCCC. (7) Given the product [CH3:35][O:34][C:32]([C:31]1[CH:30]=[C:29]([NH:28][C:13](=[O:15])[CH2:12][CH2:11][C:3]2[C:4]([Br:10])=[CH:5][C:6]([O:8][CH3:9])=[CH:7][C:2]=2[Br:1])[C:38]([CH3:39])=[CH:37][CH:36]=1)=[O:33], predict the reactants needed to synthesize it. The reactants are: [Br:1][C:2]1[CH:7]=[C:6]([O:8][CH3:9])[CH:5]=[C:4]([Br:10])[C:3]=1[CH2:11][CH2:12][C:13]([OH:15])=O.Cl.CN(C)CCCN=C=NCC.[NH2:28][C:29]1[CH:30]=[C:31]([CH:36]=[CH:37][C:38]=1[CH3:39])[C:32]([O:34][CH3:35])=[O:33]. (8) Given the product [CH3:1][C@@H:2]1[CH2:3][N:4]([C:15]2[N:20]=[C:19]([NH:21][S:22]([CH3:25])(=[O:24])=[O:23])[CH:18]=[CH:17][CH:16]=2)[C@H:5]([C:8]2[CH:9]=[CH:10][CH:11]=[CH:12][CH:13]=2)[CH2:6][O:7]1, predict the reactants needed to synthesize it. The reactants are: [CH3:1][C@H:2]1[O:7][CH2:6][C@@H:5]([C:8]2[CH:13]=[CH:12][CH:11]=[CH:10][CH:9]=2)[NH:4][CH2:3]1.Br[C:15]1[N:20]=[C:19]([NH:21][S:22]([CH3:25])(=[O:24])=[O:23])[CH:18]=[CH:17][CH:16]=1. (9) Given the product [CH3:29][O:28][C:25]1[CH:26]=[C:27]2[C:22](=[CH:23][C:24]=1[O:30][CH3:31])[N:21]=[CH:20][CH:19]=[C:18]2[O:16][C:7]1[CH:6]=[CH:5][C:4]([C:1](=[O:3])[CH3:2])=[CH:15][C:8]=1[C:9]([O:11][CH2:12][CH2:13][CH3:14])=[O:10], predict the reactants needed to synthesize it. The reactants are: [C:1]([C:4]1[CH:15]=[C:8]([C:9]([O:11][CH2:12][CH2:13][CH3:14])=[O:10])[C:7]([OH:16])=[CH:6][CH:5]=1)(=[O:3])[CH3:2].Cl[C:18]1[C:27]2[C:22](=[CH:23][C:24]([O:30][CH3:31])=[C:25]([O:28][CH3:29])[CH:26]=2)[N:21]=[CH:20][CH:19]=1.